This data is from NCI-60 drug combinations with 297,098 pairs across 59 cell lines. The task is: Regression. Given two drug SMILES strings and cell line genomic features, predict the synergy score measuring deviation from expected non-interaction effect. (1) Drug 1: C1=NC2=C(N=C(N=C2N1C3C(C(C(O3)CO)O)F)Cl)N. Drug 2: CC1=C(C(=CC=C1)Cl)NC(=O)C2=CN=C(S2)NC3=CC(=NC(=N3)C)N4CCN(CC4)CCO. Cell line: A549. Synergy scores: CSS=10.8, Synergy_ZIP=-2.80, Synergy_Bliss=1.01, Synergy_Loewe=-3.81, Synergy_HSA=-0.0903. (2) Drug 1: CCC1(C2=C(COC1=O)C(=O)N3CC4=CC5=C(C=CC(=C5CN(C)C)O)N=C4C3=C2)O.Cl. Drug 2: CC12CCC3C(C1CCC2OP(=O)(O)O)CCC4=C3C=CC(=C4)OC(=O)N(CCCl)CCCl.[Na+]. Cell line: OVCAR-5. Synergy scores: CSS=31.6, Synergy_ZIP=-7.64, Synergy_Bliss=-2.32, Synergy_Loewe=0.0127, Synergy_HSA=0.171. (3) Drug 1: CCN(CC)CCNC(=O)C1=C(NC(=C1C)C=C2C3=C(C=CC(=C3)F)NC2=O)C. Drug 2: C1=NNC2=C1C(=O)NC=N2. Cell line: HOP-92. Synergy scores: CSS=0.507, Synergy_ZIP=-0.296, Synergy_Bliss=2.19, Synergy_Loewe=-0.509, Synergy_HSA=0.300. (4) Drug 1: C1=CC(=CC=C1C#N)C(C2=CC=C(C=C2)C#N)N3C=NC=N3. Drug 2: C1CC(=O)NC(=O)C1N2C(=O)C3=CC=CC=C3C2=O. Cell line: HCT116. Synergy scores: CSS=-1.00, Synergy_ZIP=4.20, Synergy_Bliss=5.45, Synergy_Loewe=1.01, Synergy_HSA=-0.867.